From a dataset of Forward reaction prediction with 1.9M reactions from USPTO patents (1976-2016). Predict the product of the given reaction. (1) Given the reactants [CH3:1][O:2][C:3](=[O:52])[C:4]1[CH:9]=[CH:8][C:7]([NH:10][C:11]([NH:13][C@:14]([C:39]2[CH:44]=[CH:43][C:42]([CH2:45][CH2:46][C:47]([CH3:50])([CH3:49])[CH3:48])=[C:41]([Cl:51])[CH:40]=2)([CH3:38])[CH:15]([C:19](C2C=CC=CC=2)(C2C=CC=CC=2)[O:20][SiH2]C(C)(C)C)[CH:16]([CH3:18])[CH3:17])=[O:12])=[N:6][CH:5]=1.[F-].C([N+](CCCC)(CCCC)CCCC)CCC, predict the reaction product. The product is: [CH3:1][O:2][C:3](=[O:52])[C:4]1[CH:9]=[CH:8][C:7]([NH:10][C:11]([NH:13][C@:14]([C:39]2[CH:44]=[CH:43][C:42]([CH2:45][CH2:46][C:47]([CH3:50])([CH3:49])[CH3:48])=[C:41]([Cl:51])[CH:40]=2)([CH3:38])[CH:15]([CH2:19][OH:20])[CH:16]([CH3:17])[CH3:18])=[O:12])=[N:6][CH:5]=1. (2) Given the reactants [OH:1][CH2:2][CH2:3][O:4][C:5]1[N:10]=[C:9]([C:11]2[N:16]=[CH:15][CH:14]=[CH:13][N:12]=2)[N:8]=[C:7]([NH:17][S:18]([CH2:21][CH3:22])(=[O:20])=[O:19])[C:6]=1[O:23][C:24]1[CH:29]=[CH:28][CH:27]=[CH:26][C:25]=1[O:30][CH3:31].[H-].[Na+].Cl[C:35]1[N:40]=[CH:39][C:38]([S:41][CH3:42])=[CH:37][N:36]=1.C(O)(=O)CC(CC(O)=O)(C(O)=O)O, predict the reaction product. The product is: [CH3:42][S:41][C:38]1[CH:37]=[N:36][C:35]([O:1][CH2:2][CH2:3][O:4][C:5]2[N:10]=[C:9]([C:11]3[N:16]=[CH:15][CH:14]=[CH:13][N:12]=3)[N:8]=[C:7]([NH:17][S:18]([CH2:21][CH3:22])(=[O:20])=[O:19])[C:6]=2[O:23][C:24]2[CH:29]=[CH:28][CH:27]=[CH:26][C:25]=2[O:30][CH3:31])=[N:40][CH:39]=1. (3) Given the reactants [CH3:1][O:2][C:3]1[C:8]([CH3:9])=[C:7]([CH3:10])[C:6]([O:11][CH3:12])=[C:5]([CH3:13])[C:4]=1[CH2:14]/[CH:15]=[C:16](\[CH3:22])/[CH2:17][CH2:18][CH2:19][C:20]#N.[BH4-].[Na+].O.CC([O:30]C)(C)C, predict the reaction product. The product is: [CH3:1][O:2][C:3]1[C:8]([CH3:9])=[C:7]([CH3:10])[C:6]([O:11][CH3:12])=[C:5]([CH3:13])[C:4]=1[CH2:14]/[CH:15]=[C:16](\[CH3:22])/[CH2:17][CH2:18][CH2:19][CH2:20][OH:30]. (4) Given the reactants C([O:3][C:4]([C:6]1[C:7]([CH3:25])=[N:8][N:9]([CH2:11][C:12]2[CH:17]=[CH:16][C:15]([CH2:18][N:19]3[CH:23]=[C:22]([CH3:24])[CH:21]=[N:20]3)=[CH:14][CH:13]=2)[CH:10]=1)=[O:5])C.[OH-].[Na+].Cl, predict the reaction product. The product is: [CH3:25][C:7]1[C:6]([C:4]([OH:5])=[O:3])=[CH:10][N:9]([CH2:11][C:12]2[CH:13]=[CH:14][C:15]([CH2:18][N:19]3[CH:23]=[C:22]([CH3:24])[CH:21]=[N:20]3)=[CH:16][CH:17]=2)[N:8]=1. (5) Given the reactants [O:1]1[CH2:5][CH2:4][CH:3]([C:6]([OH:8])=O)[CH2:2]1.F[P-](F)(F)(F)(F)F.N1(O[P+](N2CCCC2)(N2CCCC2)N2CCCC2)C2C=CC=CC=2N=N1.ON1C2C=CC=CC=2N=N1.[CH3:52][N:53]1[C:57]([CH3:58])=[C:56]([CH2:59][N:60]2[CH2:65][CH2:64][N:63]([C:66]3[C:71]([C:72]4[CH:79]=[CH:78][C:75]([CH2:76][NH2:77])=[CH:74][CH:73]=4)=[N:70][CH:69]=[CH:68][N:67]=3)[CH2:62][CH2:61]2)[CH:55]=[N:54]1.C(N(C(C)C)CC)(C)C, predict the reaction product. The product is: [CH3:52][N:53]1[C:57]([CH3:58])=[C:56]([CH2:59][N:60]2[CH2:61][CH2:62][N:63]([C:66]3[C:71]([C:72]4[CH:73]=[CH:74][C:75]([CH2:76][NH:77][C:6]([CH:3]5[CH2:4][CH2:5][O:1][CH2:2]5)=[O:8])=[CH:78][CH:79]=4)=[N:70][CH:69]=[CH:68][N:67]=3)[CH2:64][CH2:65]2)[CH:55]=[N:54]1. (6) Given the reactants [Cl:1][C:2]1[CH:3]=[C:4]([N:9]2[CH2:14][CH2:13][NH:12][CH2:11][CH2:10]2)[CH:5]=[CH:6][C:7]=1[Cl:8], predict the reaction product. The product is: [Cl:1][C:2]1[CH:3]=[C:4]([N:9]2[CH2:14][CH2:13][N:12]([CH:2]([CH2:3][CH3:4])[CH2:7][CH3:6])[CH2:11][CH2:10]2)[CH:5]=[CH:6][C:7]=1[Cl:8]. (7) Given the reactants [CH3:1][C@:2]1([NH:36]C(=O)OC(C)(C)C)[CH2:6][CH2:5][N:4]([C@@H:7]([C:12]2[CH:13]=[CH:14][C:15]3[N:16]([C:18]([C:21]4[CH:30]=[CH:29][C:28]5[C:23](=[CH:24][C:25]([O:31][CH2:32][CH2:33][O:34][CH3:35])=[CH:26][CH:27]=5)[N:22]=4)=[N:19][N:20]=3)[CH:17]=2)[C:8]([F:11])([F:10])[F:9])[CH2:3]1.C(Cl)[Cl:45].[ClH:47], predict the reaction product. The product is: [ClH:45].[ClH:47].[CH3:1][C@:2]1([NH2:36])[CH2:6][CH2:5][N:4]([C@@H:7]([C:12]2[CH:13]=[CH:14][C:15]3[N:16]([C:18]([C:21]4[CH:30]=[CH:29][C:28]5[C:23](=[CH:24][C:25]([O:31][CH2:32][CH2:33][O:34][CH3:35])=[CH:26][CH:27]=5)[N:22]=4)=[N:19][N:20]=3)[CH:17]=2)[C:8]([F:10])([F:11])[F:9])[CH2:3]1. (8) Given the reactants [Cl:1][C:2]1[CH:3]=[CH:4][C:5]([N:19]2[CH:23]=[CH:22][CH:21]=[CH:20]2)=[C:6]([CH:8]([C:10]2[CH:15]=[CH:14][CH:13]=[C:12]([O:16][CH3:17])[C:11]=2[F:18])[OH:9])[CH:7]=1, predict the reaction product. The product is: [Cl:1][C:2]1[CH:3]=[CH:4][C:5]([N:19]2[CH:23]=[CH:22][CH:21]=[CH:20]2)=[C:6]([C:8]([C:10]2[CH:15]=[CH:14][CH:13]=[C:12]([O:16][CH3:17])[C:11]=2[F:18])=[O:9])[CH:7]=1. (9) Given the reactants [CH:1]([O:4][C:5]1[CH:6]=[C:7]([CH:11]=[CH:12][CH:13]=1)[C:8]([OH:10])=O)([CH3:3])[CH3:2].C(Cl)(=O)C(Cl)=O.O1CCCC1.[NH2:25][C:26]1[CH:27]=[C:28]([CH:45]=[CH:46][CH:47]=1)[O:29][C:30]1[CH:31]=[CH:32][C:33]2[N:34]([CH:36]=[C:37]([NH:39][C:40]([CH:42]3[CH2:44][CH2:43]3)=[O:41])[N:38]=2)[N:35]=1, predict the reaction product. The product is: [CH:42]1([C:40]([NH:39][C:37]2[N:38]=[C:33]3[CH:32]=[CH:31][C:30]([O:29][C:28]4[CH:27]=[C:26]([NH:25][C:8](=[O:10])[C:7]5[CH:11]=[CH:12][CH:13]=[C:5]([O:4][CH:1]([CH3:2])[CH3:3])[CH:6]=5)[CH:47]=[CH:46][CH:45]=4)=[N:35][N:34]3[CH:36]=2)=[O:41])[CH2:43][CH2:44]1.